From a dataset of Drug-target binding data from BindingDB using IC50 measurements. Regression. Given a target protein amino acid sequence and a drug SMILES string, predict the binding affinity score between them. We predict pIC50 (pIC50 = -log10(IC50 in M); higher means more potent). Dataset: bindingdb_ic50. (1) The drug is N#Cc1cc(-c2ncnc(Nc3ccc(N4CCN(C5COC5)CC4)cc3)n2)ccc1OC1CCN(C(=O)CO)CC1. The target protein (Q9UHD2) has sequence MQSTSNHLWLLSDILGQGATANVFRGRHKKTGDLFAIKVFNNISFLRPVDVQMREFEVLKKLNHKNIVKLFAIEEETTTRHKVLIMEFCPCGSLYTVLEEPSNAYGLPESEFLIVLRDVVGGMNHLRENGIVHRDIKPGNIMRVIGEDGQSVYKLTDFGAARELEDDEQFVSLYGTEEYLHPDMYERAVLRKDHQKKYGATVDLWSIGVTFYHAATGSLPFRPFEGPRRNKEVMYKIITGKPSGAISGVQKAENGPIDWSGDMPVSCSLSRGLQVLLTPVLANILEADQEKCWGFDQFFAETSDILHRMVIHVFSLQQMTAHKIYIHSYNTATIFHELVYKQTKIISSNQELIYEGRRLVLEPGRLAQHFPKTTEENPIFVVSREPLNTIGLIYEKISLPKVHPRYDLDGDASMAKAITGVVCYACRIASTLLLYQELMRKGIRWLIELIKDDYNETVHKKTEVVITLDFCIRNIEKTVKVYEKLMKINLEAAELGEISD.... The pIC50 is 9.0. (2) The small molecule is Cc1cc(Cl)cc(Cl)c1CNC(=O)C1CCCc2nc(-c3ccccc3)sc21. The target protein (Q99572) has sequence MPACCSCSDVFQYETNKVTRIQSMNYGTIKWFFHVIIFSYVCFALVSDKLYQRKEPVISSVHTKVKGIAEVKEEIVENGVKKLVHSVFDTADYTFPLQGNSFFVMTNFLKTEGQEQRLCPEYPTRRTLCSSDRGCKKGWMDPQSKGIQTGRCVVYEGNQKTCEVSAWCPIEAVEEAPRPALLNSAENFTVLIKNNIDFPGHNYTTRNILPGLNITCTFHKTQNPQCPIFRLGDIFRETGDNFSDVAIQGGIMGIEIYWDCNLDRWFHHCRPKYSFRRLDDKTTNVSLYPGYNFRYAKYYKENNVEKRTLIKVFGIRFDILVFGTGGKFDIIQLVVYIGSTLSYFGLAAVFIDFLIDTYSSNCCRSHIYPWCKCCQPCVVNEYYYRKKCESIVEPKPTLKYVSFVDESHIRMVNQQLLGRSLQDVKGQEVPRPAMDFTDLSRLPLALHDTPPIPGQPEEIQLLRKEATPRSRDSPVWCQCGSCLPSQLPESHRCLEELCCR.... The pIC50 is 6.0.